From a dataset of NCI-60 drug combinations with 297,098 pairs across 59 cell lines. Regression. Given two drug SMILES strings and cell line genomic features, predict the synergy score measuring deviation from expected non-interaction effect. Drug 1: CC1=C(C=C(C=C1)C(=O)NC2=CC(=CC(=C2)C(F)(F)F)N3C=C(N=C3)C)NC4=NC=CC(=N4)C5=CN=CC=C5. Drug 2: C1CN(P(=O)(OC1)NCCCl)CCCl. Cell line: PC-3. Synergy scores: CSS=-5.30, Synergy_ZIP=4.20, Synergy_Bliss=3.41, Synergy_Loewe=0.475, Synergy_HSA=-3.47.